From a dataset of Full USPTO retrosynthesis dataset with 1.9M reactions from patents (1976-2016). Predict the reactants needed to synthesize the given product. Given the product [CH3:29][O:30][C:31]1[CH:38]=[CH:37][C:34]([CH2:35][N:7]2[CH2:6][CH2:5][N:4]([C:9]3[CH:14]=[CH:13][CH:12]=[CH:11][C:10]=3/[CH:15]=[CH:16]/[C:17]([O:19][CH2:20][CH3:21])=[O:18])[C:3](=[O:2])[CH2:8]2)=[CH:33][CH:32]=1, predict the reactants needed to synthesize it. The reactants are: Cl.[O:2]=[C:3]1[CH2:8][NH:7][CH2:6][CH2:5][N:4]1[C:9]1[CH:14]=[CH:13][CH:12]=[CH:11][C:10]=1/[CH:15]=[CH:16]/[C:17]([O:19][CH2:20][CH3:21])=[O:18].C(N(CC)CC)C.[CH3:29][O:30][C:31]1[CH:38]=[CH:37][C:34]([CH:35]=O)=[CH:33][CH:32]=1.C(O[BH-](OC(=O)C)OC(=O)C)(=O)C.[Na+].